From a dataset of Experimentally validated miRNA-target interactions with 360,000+ pairs, plus equal number of negative samples. Binary Classification. Given a miRNA mature sequence and a target amino acid sequence, predict their likelihood of interaction. (1) The miRNA is mmu-miR-503-5p with sequence UAGCAGCGGGAACAGUACUGCAG. The protein sequence of the target gene is MERPSLRALLLGAAGLLLLLLPLSSSSSSDTCGPCEPASCPPLPPLGCLLGETRDACGCCPMCARGEGEPCGGGGAGRGYCAPGMECVKSRKRRKGKAGAAAGGPGVSGVCVCKSRYPVCGSDGTTYPSGCQLRAASQRAESRGEKAITQVSKGTCEQGPSIVTPPKDIWNVTGAQVYLSCEVIGIPTPVLIWNKVKRGHYGVQRTELLPGDRDNLAIQTRGGPEKHEVTGWVLVSPLSKEDAGEYECHASNSQGQASASAKITVVDALHEIPVKKGEGAEL. Result: 0 (no interaction). (2) The miRNA is cel-miR-1020-3p with sequence AUUAUUCUGUGACACUUUCAG. The protein sequence of the target gene is MSSLQALCSGLPLRPLPENRGRQAGVPHAPVRTPSLSPVEKQLALRNALRYFPPDVQELLAPEFAQELQLYGHIYMYRFCPDIEMRAYPIEQYPCQTKVAAAIMHMIMNNLDPAVAQFPQELVTYGGNGQVFSNWAQFWLTMFYLSKMTEEQTLVMYSGHPLGLFPSSRSAPRLVITNGMVIPNYSSRTEYEKLFALGVTMYGQMTAGSYCYIGPQGIVHGTVLTVLNAARRYLGIEDLAGKVFVTSGLGGMSGAQAKAAVIVGCIGVIAEVDKAALEKRHRQGWLMEVTDSLDRCIQRL.... Result: 0 (no interaction). (3) The miRNA is hsa-miR-615-3p with sequence UCCGAGCCUGGGUCUCCCUCUU. The protein sequence of the target gene is MSLQSAQYLRQAEVLKAEMTDSKLGPAEVWTSRQALQDLYQKMLVTDLEYALDKKVEQDLWNHAFKNQITTLQGQAKNRANPNRSEVQANLSLFLEAASGFYTQLLQELCTVFNVDLPCRVKSSQLGIISNKQTHSSTIVKPQSSSCSYICQHCLVHLGDIARYRNQTSQAESYYRHAAQLVPSNGQPYNQLAILASSKGDHLTTIFYYCRSIAVKFPFPAASTNLQKALSKALESRDELKTKWGVSDFIKAFIKFHGHVYLSKSLEKLSPLREKLEEQFKRLLFQKAFNSQQLVHVTVI.... Result: 0 (no interaction).